Dataset: Full USPTO retrosynthesis dataset with 1.9M reactions from patents (1976-2016). Task: Predict the reactants needed to synthesize the given product. The reactants are: [OH:1][CH:2]([C:19]1[CH:24]=[CH:23][CH:22]=[CH:21][N:20]=1)[C:3]1[CH:4]=[C:5]([C:16](O)=[O:17])[CH:6]=[C:7]([C:9]2[CH:14]=[CH:13][C:12]([CH3:15])=[CH:11][CH:10]=2)[CH:8]=1.Cl.Cl.[CH3:27][C:28]1[N:33]=[CH:32][C:31]([C@H:34]([NH2:36])[CH3:35])=[CH:30][CH:29]=1.C(N(CC)C(C)C)(C)C. Given the product [OH:1][CH:2]([C:19]1[CH:24]=[CH:23][CH:22]=[CH:21][N:20]=1)[C:3]1[CH:4]=[C:5]([C:16]([NH:36][C@@H:34]([C:31]2[CH:32]=[N:33][C:28]([CH3:27])=[CH:29][CH:30]=2)[CH3:35])=[O:17])[CH:6]=[C:7]([C:9]2[CH:14]=[CH:13][C:12]([CH3:15])=[CH:11][CH:10]=2)[CH:8]=1, predict the reactants needed to synthesize it.